From a dataset of Full USPTO retrosynthesis dataset with 1.9M reactions from patents (1976-2016). Predict the reactants needed to synthesize the given product. Given the product [OH:19][C:11]1[C:12]2[C:13](=[O:15])[N:9]([CH3:10])[CH:5]=[N:4][C:3]=2[N:2]([CH3:1])[C:7](=[O:8])[CH:6]=1, predict the reactants needed to synthesize it. The reactants are: [CH3:1][N:2]1[C:7](=[O:8])[CH:6]=[C:5]([NH:9][CH3:10])[N:4]=[CH:3]1.[C:11]([O:19]CC)(=O)[CH2:12][C:13]([O:15]CC)=O.C1(OC2C=CC=CC=2)C=CC=CC=1.CN1CCCC1=O.